From a dataset of Full USPTO retrosynthesis dataset with 1.9M reactions from patents (1976-2016). Predict the reactants needed to synthesize the given product. (1) Given the product [OH:1][C:2]1[CH:3]=[C:4]2[C:9](=[CH:10][CH:11]=1)[N:8]=[CH:7][CH:6]=[C:5]2[S:12][C:13]1([C:17]([OH:19])=[O:18])[CH2:14][CH2:15][CH2:16]1, predict the reactants needed to synthesize it. The reactants are: [OH:1][C:2]1[CH:3]=[C:4]2[C:9](=[CH:10][CH:11]=1)[N:8]=[CH:7][CH:6]=[C:5]2[S:12][C:13]1([C:17]([O:19]CC)=[O:18])[CH2:16][CH2:15][CH2:14]1.[OH-].[Na+].O. (2) Given the product [NH:16]1[C:15]2[C:14]3[CH:13]=[CH:12][CH:11]=[CH:10][C:9]=3[N:8]=[CH:7][C:6]=2[C:4](=[O:5])[NH:19][C:20]1=[O:21], predict the reactants needed to synthesize it. The reactants are: C(O[C:4]([C:6]1[CH:7]=[N:8][C:9]2[C:14]([C:15]=1[NH2:16])=[CH:13][CH:12]=[CH:11][CH:10]=2)=[O:5])C.[H-].[Na+].[N-:19]=[C:20]=[O:21].[N-]=C=S. (3) Given the product [CH3:51][Si:49]([CH3:50])([CH3:52])[CH2:48][CH2:47][O:46][CH2:45][N:44]([CH2:53][O:54][CH2:55][CH2:56][Si:57]([CH3:60])([CH3:59])[CH3:58])[C:42]1[N:41]2[N:61]=[CH:62][C:63]([C:5]3[CH:4]=[N:3][C:2]([Cl:1])=[CH:7][CH:6]=3)=[C:40]2[N:39]=[C:38]([CH:35]2[CH2:36][CH2:37][CH:32]([C:30]([O:29][CH3:28])=[O:31])[CH2:33][CH2:34]2)[CH:43]=1, predict the reactants needed to synthesize it. The reactants are: [Cl:1][C:2]1[CH:7]=[CH:6][C:5](B2OC(C)(C)C(C)(C)O2)=[CH:4][N:3]=1.[O-]P([O-])([O-])=O.[K+].[K+].[K+].C(Cl)Cl.[CH3:28][O:29][C:30]([CH:32]1[CH2:37][CH2:36][CH:35]([C:38]2[CH:43]=[C:42]([N:44]([CH2:53][O:54][CH2:55][CH2:56][Si:57]([CH3:60])([CH3:59])[CH3:58])[CH2:45][O:46][CH2:47][CH2:48][Si:49]([CH3:52])([CH3:51])[CH3:50])[N:41]3[N:61]=[CH:62][C:63](I)=[C:40]3[N:39]=2)[CH2:34][CH2:33]1)=[O:31]. (4) Given the product [Cl:15][C:16]1[CH:17]=[C:18]([N:22]2[C:27](=[O:28])[C:26]([N:2]([CH2:3][C:4]3[CH:9]=[CH:8][CH:7]=[CH:6][CH:5]=3)[CH3:1])=[C:25]([C:31]3[CH:36]=[CH:35][C:34]([S:37][CH3:38])=[CH:33][CH:32]=3)[CH:24]=[N:23]2)[CH:19]=[CH:20][CH:21]=1, predict the reactants needed to synthesize it. The reactants are: [CH3:1][NH:2][CH2:3][C:4]1[CH:9]=[CH:8][CH:7]=[CH:6][CH:5]=1.[Li]CCCC.[Cl:15][C:16]1[CH:17]=[C:18]([N:22]2[C:27](=[O:28])[C:26](OC)=[C:25]([C:31]3[CH:36]=[CH:35][C:34]([S:37][CH3:38])=[CH:33][CH:32]=3)[CH:24]=[N:23]2)[CH:19]=[CH:20][CH:21]=1. (5) Given the product [F:1][C:2]1[CH:7]=[N:6][C:5]([N:8]2[C:16]3[CH:15]=[CH:14][N:13]=[CH:12][C:11]=3[N:10]=[CH:9]2)=[N:19][CH:3]=1, predict the reactants needed to synthesize it. The reactants are: [F:1][C:2]1[CH:3]=C[C:5]([N:8]2[C:16]3[CH:15]=[CH:14][N:13]=[CH:12][C:11]=3[N:10]=[CH:9]2)=[N:6][CH:7]=1.BrC1C=CC(F)=C[N:19]=1. (6) The reactants are: [F:1][C:2]([F:9])([F:8])[C:3]1[CH:7]=[CH:6][NH:5][N:4]=1.[CH2:10]=[O:11].C(N(CC)CC)C. Given the product [F:1][C:2]([F:9])([F:8])[C:3]1[CH:7]=[CH:6][N:5]([CH2:10][OH:11])[N:4]=1, predict the reactants needed to synthesize it.